This data is from Reaction yield outcomes from USPTO patents with 853,638 reactions. The task is: Predict the reaction yield, written as a fraction of the theoretical maximum amount of product (1.0 means a 100% yield; for example, 0.34 means a 34% yield). (1) The reactants are [NH2:1][C:2]1[N:7]=[C:6]([C:8]2[NH:12][C:11]([C:13]3[CH:18]=[C:17]([C:19]([F:22])([F:21])[F:20])[CH:16]=[CH:15][C:14]=3[Cl:23])=[C:10]([C:24]([O:26]CC)=[O:25])[CH:9]=2)[CH:5]=[CH:4][N:3]=1.[OH-].[K+].CCO. No catalyst specified. The product is [NH2:1][C:2]1[N:7]=[C:6]([C:8]2[NH:12][C:11]([C:13]3[CH:18]=[C:17]([C:19]([F:21])([F:22])[F:20])[CH:16]=[CH:15][C:14]=3[Cl:23])=[C:10]([C:24]([OH:26])=[O:25])[CH:9]=2)[CH:5]=[CH:4][N:3]=1. The yield is 0.950. (2) The reactants are [Cl:1][C:2]1[CH:11]=[CH:10][C:9]([N:12]2[CH2:17][CH2:16][CH:15]([N:18]([CH3:20])[CH3:19])[CH2:14][CH2:13]2)=[CH:8][C:3]=1[C:4](OC)=[O:5].[NH3:21]. The catalyst is CO. The product is [Cl:1][C:2]1[CH:11]=[CH:10][C:9]([N:12]2[CH2:17][CH2:16][CH:15]([N:18]([CH3:20])[CH3:19])[CH2:14][CH2:13]2)=[CH:8][C:3]=1[C:4]([NH2:21])=[O:5]. The yield is 0.840. (3) The reactants are C(N(CC)CC)C.[NH2:8][C:9]([CH3:13])([CH3:12])[CH2:10][OH:11].[CH3:14][O:15][C:16]1[CH:17]=[C:18]([CH:22]=[CH:23][CH:24]=1)[C:19](Cl)=O.O. The catalyst is C1COCC1. The product is [CH3:14][O:15][C:16]1[CH:17]=[C:18]([C:19]2[O:11][CH2:10][C:9]([CH3:13])([CH3:12])[N:8]=2)[CH:22]=[CH:23][CH:24]=1. The yield is 0.810. (4) The reactants are [BH4-].[Na+].C(O)C.[Cl:6][C:7]1[CH:12]=[CH:11][N:10]=[C:9]2[CH:13]=[C:14]([CH:16]=[O:17])[S:15][C:8]=12. The catalyst is O. The product is [Cl:6][C:7]1[CH:12]=[CH:11][N:10]=[C:9]2[CH:13]=[C:14]([CH2:16][OH:17])[S:15][C:8]=12. The yield is 0.990. (5) The reactants are [Si]([O:8][CH2:9][CH2:10][CH2:11][CH2:12][N:13]1[C:22]2[C:17](=[CH:18][CH:19]=[C:20]([O:23][CH3:24])[CH:21]=2)[N:16]=[CH:15][C:14]1=[O:25])(C(C)(C)C)(C)C.[F-].C([N+](CCCC)(CCCC)CCCC)CCC. The catalyst is O1CCCC1.C(OCC)(=O)C. The product is [OH:8][CH2:9][CH2:10][CH2:11][CH2:12][N:13]1[C:22]2[C:17](=[CH:18][CH:19]=[C:20]([O:23][CH3:24])[CH:21]=2)[N:16]=[CH:15][C:14]1=[O:25]. The yield is 1.00. (6) The reactants are [CH3:1][O:2][C:3]1[C:11]2[O:10][C:9]([CH3:13])([CH3:12])[CH2:8][C:7]=2[CH:6]=[C:5]([CH2:14][C:15]([NH:18][C:19]([NH:21][C:22]2[CH:27]=[CH:26][C:25]([O:28][CH3:29])=[CH:24][CH:23]=2)=O)([CH3:17])[CH3:16])[CH:4]=1.P(Cl)(Cl)(Cl)=O.[OH-].[Na+]. The catalyst is C1(C)C=CC=CC=1. The product is [CH3:1][O:2][C:3]1[CH:4]=[C:5]2[C:6](=[C:7]3[CH2:8][C:9]([CH3:13])([CH3:12])[O:10][C:11]=13)[C:19]([NH:21][C:22]1[CH:27]=[CH:26][C:25]([O:28][CH3:29])=[CH:24][CH:23]=1)=[N:18][C:15]([CH3:17])([CH3:16])[CH2:14]2. The yield is 0.520. (7) The reactants are [F-].C([N+](CCCC)(CCCC)CCCC)CCC.[F:19][C:20]([F:30])([F:29])[C:21]1[CH:28]=[CH:27][CH:26]=[CH:25][C:22]=1[CH:23]=[O:24].[F:31][C:32]([Si](C)(C)C)([F:34])[F:33].Cl. The catalyst is C1COCC1. The product is [F:19][C:20]([F:29])([F:30])[C:21]1[CH:28]=[CH:27][CH:26]=[CH:25][C:22]=1[CH:23]([OH:24])[C:32]([F:34])([F:33])[F:31]. The yield is 0.900. (8) The catalyst is CN(C=O)C. The reactants are [F:1][C:2]([F:11])([F:10])[C:3]1[CH:8]=[CH:7][CH:6]=[CH:5][C:4]=1[OH:9].C([O-])([O-])=O.[K+].[K+].C1(=O)O[CH2:21][CH2:20][O:19]1. The product is [F:1][C:2]([F:10])([F:11])[C:3]1[CH:8]=[CH:7][CH:6]=[CH:5][C:4]=1[O:9][CH2:21][CH2:20][OH:19]. The yield is 0.200. (9) The reactants are BrC1C=C2C(=CC=1)N=CN=[C:5]2[C:12]1[CH:13]=[C:14]([C:18]([N:20]2[CH2:25][CH2:24][N:23]([CH3:26])[CH2:22][CH2:21]2)=[O:19])[CH:15]=[CH:16][CH:17]=1.[CH3:27][O:28][C:29]1[N:34]=[CH:33][C:32](B(O)O)=[CH:31][N:30]=1.CO[CH2:40][CH2:41]OC.C([O-])([O-])=O.[Na+].[Na+]. The catalyst is C(Cl)Cl.C1C=CC([P]([Pd]([P](C2C=CC=CC=2)(C2C=CC=CC=2)C2C=CC=CC=2)([P](C2C=CC=CC=2)(C2C=CC=CC=2)C2C=CC=CC=2)[P](C2C=CC=CC=2)(C2C=CC=CC=2)C2C=CC=CC=2)(C2C=CC=CC=2)C2C=CC=CC=2)=CC=1. The product is [CH3:27][O:28][C:29]1[N:34]=[CH:33][C:32]([C:41]2[CH:40]=[C:5]3[C:12]([CH:17]=[CH:16][CH:15]=[C:5]3[C:12]3[CH:13]=[C:14]([C:18]([N:20]4[CH2:21][CH2:22][N:23]([CH3:26])[CH2:24][CH2:25]4)=[O:19])[CH:15]=[CH:16][CH:17]=3)=[CH:13][CH:14]=2)=[CH:31][N:30]=1. The yield is 0.710. (10) The reactants are [Br:1][C:2]1[CH:3]=[CH:4][C:5]2[O:14][CH2:13][CH2:12][C:11]3[S:10][C:9]([C:15]([NH2:17])=O)=[N:8][C:7]=3[C:6]=2[CH:18]=1.[CH3:19]OC(OC)N(C)C.CC(O)=O.Cl.[F:32][C:33]1[CH:38]=[C:37]([F:39])[CH:36]=[CH:35][C:34]=1[NH:40][NH2:41]. The catalyst is C1(C)C=CC=CC=1.O. The product is [Br:1][C:2]1[CH:3]=[CH:4][C:5]2[O:14][CH2:13][CH2:12][C:11]3[S:10][C:9]([C:15]4[N:40]([C:34]5[CH:35]=[CH:36][C:37]([F:39])=[CH:38][C:33]=5[F:32])[N:41]=[CH:19][N:17]=4)=[N:8][C:7]=3[C:6]=2[CH:18]=1. The yield is 0.310.